The task is: Predict the product of the given reaction.. This data is from Forward reaction prediction with 1.9M reactions from USPTO patents (1976-2016). (1) Given the reactants [F:1][C:2]1[CH:3]=[C:4]([C:8]2[C:16]3[C:11](=[C:12]([CH3:19])[CH:13]=C(C#N)[CH:15]=3)[NH:10][N:9]=2)[CH:5]=[CH:6][CH:7]=1.[C:20]([OH:23])(=[O:22])[CH3:21].S(=O)(=O)(O)O, predict the reaction product. The product is: [F:1][C:2]1[CH:3]=[C:4]([C:8]2[C:16]3[C:11](=[C:12]([CH3:19])[CH:13]=[C:21]([C:20]([OH:23])=[O:22])[CH:15]=3)[NH:10][N:9]=2)[CH:5]=[CH:6][CH:7]=1. (2) Given the reactants Br[C:2]1[C:3](=[O:27])[C:4]([O:19][CH2:20][C:21]2[CH:26]=[CH:25][CH:24]=[CH:23][CH:22]=2)=[C:5]2[C:10](=[O:11])[N:9]3[CH2:12][C@H:13]4[CH2:17][CH2:16][CH2:15][N:14]4[C@@H:8]3[CH2:7][N:6]2[CH:18]=1.[F:28][C:29]1[CH:36]=[C:35]([F:37])[CH:34]=[CH:33]C=1CN.CC[N:40]([CH:44]([CH3:46])C)[CH:41](C)C.CS(C)=[O:49], predict the reaction product. The product is: [F:28][C:29]1[CH:36]=[C:35]([F:37])[CH:34]=[CH:33][C:46]=1[CH2:44][NH:40][C:41]([C:2]1[C:3](=[O:27])[C:4]([O:19][CH2:20][C:21]2[CH:26]=[CH:25][CH:24]=[CH:23][CH:22]=2)=[C:5]2[C:10](=[O:11])[N:9]3[CH2:12][C@H:13]4[CH2:17][CH2:16][CH2:15][N:14]4[C@@H:8]3[CH2:7][N:6]2[CH:18]=1)=[O:49]. (3) The product is: [CH:1]1([C:4]2[NH:8][N:7]=[C:6]([N:9]3[C:13]4[CH:14]=[C:15]([NH:20][C@H:21]([C:23]5[CH:28]=[CH:27][C:26]([F:29])=[CH:25][CH:24]=5)[CH3:22])[C:16]([C:18]([NH2:19])=[O:30])=[CH:17][C:12]=4[N:11]=[CH:10]3)[CH:5]=2)[CH2:3][CH2:2]1. Given the reactants [CH:1]1([C:4]2[NH:8][N:7]=[C:6]([N:9]3[C:13]4[CH:14]=[C:15]([NH:20][C@H:21]([C:23]5[CH:28]=[CH:27][C:26]([F:29])=[CH:25][CH:24]=5)[CH3:22])[C:16]([C:18]#[N:19])=[CH:17][C:12]=4[N:11]=[CH:10]3)[CH:5]=2)[CH2:3][CH2:2]1.[OH-:30].[K+], predict the reaction product.